Dataset: Full USPTO retrosynthesis dataset with 1.9M reactions from patents (1976-2016). Task: Predict the reactants needed to synthesize the given product. (1) The reactants are: C(OC([NH:8][C:9]1[S:13][C:12]([C:14]2[C:19]([F:20])=[CH:18][CH:17]=[CH:16][C:15]=2[F:21])=[N:11][C:10]=1[C:22]([NH:24][C:25]1[C:26]([N:34]2[CH2:39][CH2:38][CH2:37][C:36]([NH:41]C(=O)OC(C)(C)C)([CH3:40])[CH2:35]2)=[C:27]2[CH2:33][CH2:32][CH2:31][C:28]2=[N:29][CH:30]=1)=[O:23])=O)(C)(C)C.C(O)(C(F)(F)F)=O. Given the product [NH2:8][C:9]1[S:13][C:12]([C:14]2[C:19]([F:20])=[CH:18][CH:17]=[CH:16][C:15]=2[F:21])=[N:11][C:10]=1[C:22]([NH:24][C:25]1[C:26]([N:34]2[CH2:39][CH2:38][CH2:37][C:36]([NH2:41])([CH3:40])[CH2:35]2)=[C:27]2[CH2:33][CH2:32][CH2:31][C:28]2=[N:29][CH:30]=1)=[O:23], predict the reactants needed to synthesize it. (2) Given the product [CH3:1][C:2]1[N:7]=[CH:6][C:5]([C:8]2([C:14]([OH:19])=[O:16])[CH2:13][CH2:12][O:11][CH2:10][CH2:9]2)=[CH:4][N:3]=1, predict the reactants needed to synthesize it. The reactants are: [CH3:1][C:2]1[N:7]=[CH:6][C:5]([C:8]2([C:14]#N)[CH2:13][CH2:12][O:11][CH2:10][CH2:9]2)=[CH:4][N:3]=1.[OH-:16].[Na+].C[OH:19].O.